Predict the product of the given reaction. From a dataset of Forward reaction prediction with 1.9M reactions from USPTO patents (1976-2016). (1) Given the reactants C(O[C:6]([NH:8][C:9]1([CH2:15][C:16]([OH:18])=O)[CH2:14][CH2:13][O:12][CH2:11][CH2:10]1)=[O:7])(C)(C)C.[Cl:19][C:20]1[CH:25]=[CH:24][C:23]([C@@:26]2([OH:34])[CH2:31][CH2:30][NH:29][CH2:28][C:27]2([CH3:33])[CH3:32])=[CH:22][CH:21]=1.C(N(C(C)C)CC)(C)C.F[P-](F)(F)(F)(F)F.N1(O[P+](N(C)C)(N(C)C)N(C)C)[C:55]2[CH:56]=[CH:57][CH:58]=[CH:59][C:54]=2N=N1, predict the reaction product. The product is: [Cl:19][C:20]1[CH:25]=[CH:24][C:23]([C@@:26]2([OH:34])[CH2:31][CH2:30][N:29]([C:16](=[O:18])[CH2:15][C:9]3([NH:8][C:6](=[O:7])[C:54]4[CH:59]=[CH:58][CH:57]=[CH:56][CH:55]=4)[CH2:10][CH2:11][O:12][CH2:13][CH2:14]3)[CH2:28][C:27]2([CH3:32])[CH3:33])=[CH:22][CH:21]=1. (2) Given the reactants [C@H:1]12[O:7][C@H:4]([CH:5]=[CH:6]1)[CH2:3][C@H:2]2[C:8]([OH:10])=[O:9], predict the reaction product. The product is: [C@H:1]12[O:7][C@@H:4]([CH2:5][CH2:6]1)[CH2:3][C@H:2]2[C:8]([OH:10])=[O:9]. (3) Given the reactants [CH:1]([S:3]([NH:6][C:7]1[CH:15]=[C:14]([C:16]([O:18][CH3:19])=[O:17])[CH:13]=[C:12]2[C:8]=1[CH:9]=[CH:10][NH:11]2)(=[O:5])=[O:4])=[CH2:2].[C:20](=O)([O-])[O-].[K+].[K+].IC.C(OCC)C, predict the reaction product. The product is: [CH:1]([S:3]([N:6]([CH3:20])[C:7]1[CH:15]=[C:14]([C:16]([O:18][CH3:19])=[O:17])[CH:13]=[C:12]2[C:8]=1[CH:9]=[CH:10][NH:11]2)(=[O:5])=[O:4])=[CH2:2]. (4) Given the reactants [Br:1][C:2]1[CH:3]=[C:4]([C:14]2[CH:19]=[CH:18][C:17]([S:20]([CH3:23])(=[O:22])=[O:21])=[CH:16][CH:15]=2)[N:5]2[C:10]=1[CH:9]=[N:8][C:7](S(C)=O)=[N:6]2.[CH2:24]1[N:29]([C:30]2[CH:35]=[CH:34][C:33]([NH2:36])=[CH:32][CH:31]=2)[CH2:28][CH2:27][O:26][CH2:25]1.CN1CCCC1=O, predict the reaction product. The product is: [Br:1][C:2]1[CH:3]=[C:4]([C:14]2[CH:19]=[CH:18][C:17]([S:20]([CH3:23])(=[O:22])=[O:21])=[CH:16][CH:15]=2)[N:5]2[C:10]=1[CH:9]=[N:8][C:7]([NH:36][C:33]1[CH:32]=[CH:31][C:30]([N:29]3[CH2:24][CH2:25][O:26][CH2:27][CH2:28]3)=[CH:35][CH:34]=1)=[N:6]2. (5) The product is: [CH3:26][N:27]([CH3:28])[C:23]([C:16]1[C:17]2[C:22](=[CH:21][CH:20]=[CH:19][CH:18]=2)[C:11]2([CH2:12][CH2:13][N:8]([C:6]([O:5][C:1]([CH3:3])([CH3:2])[CH3:4])=[O:7])[CH2:9][CH2:10]2)[CH2:14][CH:15]=1)=[O:25]. Given the reactants [C:1]([O:5][C:6]([N:8]1[CH2:13][CH2:12][C:11]2([C:22]3[C:17](=[CH:18][CH:19]=[CH:20][CH:21]=3)[C:16]([C:23]([OH:25])=O)=[CH:15][CH2:14]2)[CH2:10][CH2:9]1)=[O:7])([CH3:4])([CH3:3])[CH3:2].[CH3:26][NH:27][CH3:28].Cl.CN(C)CCCN=C=NCC.O.OC1C2N=NNC=2C=CC=1, predict the reaction product. (6) Given the reactants [C:1]([O:5][C:6]([CH:8]1[CH2:13][CH2:12][CH:11]([C:14]([OH:16])=O)[CH2:10][CH2:9]1)=[O:7])(C)(C)C.[C:17]([O:20][CH2:21][CH3:22])(=[O:19])[CH3:18].C1N=CN(C(N2C=NC=C2)=O)C=1, predict the reaction product. The product is: [CH3:1][O:5][C:6]([CH:8]1[CH2:9][CH2:10][CH:11]([C:14](=[O:16])[CH2:18][C:17]([O:20][CH2:21][CH3:22])=[O:19])[CH2:12][CH2:13]1)=[O:7]. (7) Given the reactants C[O:2][C:3]1[S:4][C:5]2[C:10]([NH:11][C:12]([CH3:16])([CH3:15])[CH2:13][OH:14])=[N:9][C:8]([S:17][CH2:18][C:19]3[CH:24]=[CH:23][CH:22]=[CH:21][CH:20]=3)=[N:7][C:6]=2[N:25]=1.O, predict the reaction product. The product is: [OH:14][CH2:13][C:12]([NH:11][C:10]1[C:5]2[S:4][C:3](=[O:2])[NH:25][C:6]=2[N:7]=[C:8]([S:17][CH2:18][C:19]2[CH:20]=[CH:21][CH:22]=[CH:23][CH:24]=2)[N:9]=1)([CH3:15])[CH3:16].